From a dataset of Reaction yield outcomes from USPTO patents with 853,638 reactions. Predict the reaction yield, written as a fraction of the theoretical maximum amount of product (1.0 means a 100% yield; for example, 0.34 means a 34% yield). (1) The reactants are Br[C:2]1[N:7]=[C:6]([C:8]([OH:10])=[O:9])[CH:5]=[CH:4][CH:3]=1.[F:11][C:12]1[CH:17]=[CH:16][CH:15]=[C:14]([F:18])[C:13]=1B(O)O. The catalyst is C1C=CC(P(C2C=CC=CC=2)[C-]2C=CC=C2)=CC=1.C1C=CC(P(C2C=CC=CC=2)[C-]2C=CC=C2)=CC=1.Cl[Pd]Cl.[Fe+2].C(Cl)Cl. The product is [F:11][C:12]1[CH:17]=[CH:16][CH:15]=[C:14]([F:18])[C:13]=1[C:2]1[N:7]=[C:6]([C:8]([OH:10])=[O:9])[CH:5]=[CH:4][CH:3]=1. The yield is 0.380. (2) The reactants are C(N(CC)C(C)C)(C)C.[C:10]([O:14][C:15]([N:17]1[CH2:21][CH2:20][CH:19](C(O)=O)[CH2:18]1)=[O:16])([CH3:13])([CH3:12])[CH3:11].CN([C:28]([O:32]N1N=NC2C=CC=NC1=2)=[N+](C)C)C.F[P-](F)(F)(F)(F)F.[CH2:49]([O:51][C:52](=[O:63])[C:53]([NH2:62])([C:55]1[CH:60]=[CH:59][C:58]([Br:61])=[CH:57][CH:56]=1)[CH3:54])[CH3:50]. The catalyst is CN(C=O)C. The product is [C:10]([O:14][C:15]([N:17]1[CH2:18][CH2:19][CH2:20][CH:21]1[C:28](=[O:32])[NH:62][C:53]([C:55]1[CH:56]=[CH:57][C:58]([Br:61])=[CH:59][CH:60]=1)([C:52]([O:51][CH2:49][CH3:50])=[O:63])[CH3:54])=[O:16])([CH3:11])([CH3:12])[CH3:13]. The yield is 0.580. (3) The reactants are [CH2:1]([O:8][C:9]1[CH:10]=[C:11]([OH:24])[C:12]2[C:13](=[O:23])[C:14]3[C:19]([O:20][C:21]=2[CH:22]=1)=[CH:18][CH:17]=[CH:16][CH:15]=3)[C:2]1[CH:7]=[CH:6][CH:5]=[CH:4][CH:3]=1.CI.[C:27]([O-])([O-])=O.[Cs+].[Cs+].Cl. The catalyst is O.C(Cl)Cl.CN(C=O)C. The product is [CH2:1]([O:8][C:9]1[CH:10]=[C:11]([O:24][CH3:27])[C:12]2[C:13](=[O:23])[C:14]3[C:19]([O:20][C:21]=2[CH:22]=1)=[CH:18][CH:17]=[CH:16][CH:15]=3)[C:2]1[CH:7]=[CH:6][CH:5]=[CH:4][CH:3]=1. The yield is 0.973. (4) The reactants are [NH2:1][C:2]1[N:11]=[C:10]([CH3:12])[C:9]2[C:8](=[O:13])[CH2:7][CH:6]([C:14]3[CH:19]=[CH:18][C:17]([F:20])=[CH:16][C:15]=3Br)[CH2:5][C:4]=2[N:3]=1.[CH3:22][O:23][C:24]1[CH:29]=[CH:28][CH:27]=[C:26](B2OC(C)(C)C(C)(C)O2)[N:25]=1.C([O-])([O-])=O.[K+].[K+]. The catalyst is C1C=CC(P(C2C=CC=CC=2)[C-]2C=CC=C2)=CC=1.C1C=CC(P(C2C=CC=CC=2)[C-]2C=CC=C2)=CC=1.Cl[Pd]Cl.[Fe+2].CC(N(C)C)=O. The product is [NH2:1][C:2]1[N:11]=[C:10]([CH3:12])[C:9]2[C:8](=[O:13])[CH2:7][CH:6]([C:14]3[CH:19]=[CH:18][C:17]([F:20])=[CH:16][C:15]=3[C:26]3[CH:27]=[CH:28][CH:29]=[C:24]([O:23][CH3:22])[N:25]=3)[CH2:5][C:4]=2[N:3]=1. The yield is 0.550.